From a dataset of Full USPTO retrosynthesis dataset with 1.9M reactions from patents (1976-2016). Predict the reactants needed to synthesize the given product. Given the product [CH3:7][O:8][C:9](=[O:27])[C@H:10]([CH2:19][C:20]1[CH:25]=[CH:24][C:23]([O:26][S:28]([C:31]([F:34])([F:33])[F:32])(=[O:30])=[O:29])=[CH:22][CH:21]=1)[NH:11][C:12]([O:14][C:15]([CH3:18])([CH3:16])[CH3:17])=[O:13], predict the reactants needed to synthesize it. The reactants are: N1C=CC=CC=1.[CH3:7][O:8][C:9](=[O:27])[C@H:10]([CH2:19][C:20]1[CH:25]=[CH:24][C:23]([OH:26])=[CH:22][CH:21]=1)[NH:11][C:12]([O:14][C:15]([CH3:18])([CH3:17])[CH3:16])=[O:13].[S:28](O[S:28]([C:31]([F:34])([F:33])[F:32])(=[O:30])=[O:29])([C:31]([F:34])([F:33])[F:32])(=[O:30])=[O:29].